This data is from Hepatocyte clearance measurements from AstraZeneca. The task is: Regression/Classification. Given a drug SMILES string, predict its absorption, distribution, metabolism, or excretion properties. Task type varies by dataset: regression for continuous measurements (e.g., permeability, clearance, half-life) or binary classification for categorical outcomes (e.g., BBB penetration, CYP inhibition). For this dataset (clearance_hepatocyte_az), we predict log10(clearance) (log10 of the in vitro intrinsic clearance, CLint, in uL/min per 10^6 hepatocytes; values are censored to the assay range of 3 to 150, which is 0.477 to 2.18 on this log10 scale). The log10(clearance) is 0.480. The molecule is C[C@H](C#Cc1ccc(Cc2ccc(F)cc2)s1)N(O)C(N)=O.